This data is from Reaction yield outcomes from USPTO patents with 853,638 reactions. The task is: Predict the reaction yield, written as a fraction of the theoretical maximum amount of product (1.0 means a 100% yield; for example, 0.34 means a 34% yield). (1) The reactants are [C:1](=[O:13])([S:6][C:7]1[CH:12]=[CH:11][CH:10]=[CH:9][CH:8]=1)[O:2][CH:3](Cl)[CH3:4].[C:14]([OH:19])(=[O:18])[CH:15]([CH3:17])[CH3:16].C(N(CC)CC)C.[I-].[Na+]. The catalyst is C(OCC)C. The product is [C:1](=[O:13])([S:6][C:7]1[CH:12]=[CH:11][CH:10]=[CH:9][CH:8]=1)[O:2][CH:3]([O:19][C:14](=[O:18])[CH:15]([CH3:17])[CH3:16])[CH3:4]. The yield is 0.970. (2) The reactants are [C:1]([NH:5][C:6]1[CH:11]=[CH:10][C:9]([N+:12]([O-:14])=[O:13])=[CH:8][C:7]=1[C:15]#[C:16][Si](C)(C)C)([CH3:4])([CH3:3])[CH3:2].CCOC(C)=O. The catalyst is CN(C=O)C.[Cu]I. The yield is 0.930. The product is [C:1]([N:5]1[C:6]2[C:7](=[CH:8][C:9]([N+:12]([O-:14])=[O:13])=[CH:10][CH:11]=2)[CH:15]=[CH:16]1)([CH3:4])([CH3:3])[CH3:2].